Dataset: Forward reaction prediction with 1.9M reactions from USPTO patents (1976-2016). Task: Predict the product of the given reaction. (1) Given the reactants [O:1]=P(Cl)(Cl)Cl.C(C1N=C(N)C2[CH:19]=[C:18]([C:20]3[CH:25]=[CH:24][C:23]([Cl:26])=[CH:22][CH:21]=3)[C:17]([C:27]3[CH:32]=[CH:31][CH:30]=[CH:29][C:28]=3[Cl:33])=NC=2N=1)(C)(C)C.Cl.CC(C)(C)C(=N)N.C1CCN2[C:46](=[N:47][CH2:48]CC2)CC1, predict the reaction product. The product is: [Cl:33][C:28]1[CH:29]=[CH:30][CH:31]=[CH:32][C:27]=1[C:17](=[O:1])[C:18]([C:20]1[CH:21]=[CH:22][C:23]([Cl:26])=[CH:24][CH:25]=1)=[CH:19][N:47]([CH3:48])[CH3:46]. (2) Given the reactants [Cl:1][C:2]1[N:7]([CH2:8][C:9]([NH:11][CH2:12][C:13]2[CH:18]=[CH:17][CH:16]=[CH:15][C:14]=2[C:19]2[N:20]=[CH:21][N:22](C(C3C=CC=CC=3)(C3C=CC=CC=3)C3C=CC=CC=3)[CH:23]=2)=[O:10])[C:6](=[O:43])[C:5]([NH:44][CH2:45][C:46]([F:54])([F:53])[C:47]2[CH:52]=[CH:51][CH:50]=[CH:49][N:48]=2)=[N:4][CH:3]=1.C([SiH](CC)CC)C.[F:62][C:63]([F:68])([F:67])[C:64]([OH:66])=[O:65], predict the reaction product. The product is: [OH:66][C:64]([C:63]([F:68])([F:67])[F:62])=[O:65].[Cl:1][C:2]1[N:7]([CH2:8][C:9]([NH:11][CH2:12][C:13]2[CH:18]=[CH:17][CH:16]=[CH:15][C:14]=2[C:19]2[N:20]=[CH:21][NH:22][CH:23]=2)=[O:10])[C:6](=[O:43])[C:5]([NH:44][CH2:45][C:46]([F:53])([F:54])[C:47]2[CH:52]=[CH:51][CH:50]=[CH:49][N:48]=2)=[N:4][CH:3]=1.